From a dataset of NCI-60 drug combinations with 297,098 pairs across 59 cell lines. Regression. Given two drug SMILES strings and cell line genomic features, predict the synergy score measuring deviation from expected non-interaction effect. (1) Drug 1: COC1=C(C=C2C(=C1)N=CN=C2NC3=CC(=C(C=C3)F)Cl)OCCCN4CCOCC4. Drug 2: CC1=CC2C(CCC3(C2CCC3(C(=O)C)OC(=O)C)C)C4(C1=CC(=O)CC4)C. Cell line: A498. Synergy scores: CSS=32.7, Synergy_ZIP=-9.04, Synergy_Bliss=-2.16, Synergy_Loewe=-4.24, Synergy_HSA=0.888. (2) Drug 1: CN(C)C1=NC(=NC(=N1)N(C)C)N(C)C. Drug 2: C1CC(C1)(C(=O)O)C(=O)O.[NH2-].[NH2-].[Pt+2]. Cell line: SNB-75. Synergy scores: CSS=1.68, Synergy_ZIP=-3.46, Synergy_Bliss=-2.09, Synergy_Loewe=-10.3, Synergy_HSA=-3.62. (3) Drug 1: CCCS(=O)(=O)NC1=C(C(=C(C=C1)F)C(=O)C2=CNC3=C2C=C(C=N3)C4=CC=C(C=C4)Cl)F. Drug 2: C(=O)(N)NO. Cell line: T-47D. Synergy scores: CSS=5.15, Synergy_ZIP=-0.847, Synergy_Bliss=0.739, Synergy_Loewe=-1.76, Synergy_HSA=-0.410. (4) Cell line: T-47D. Drug 1: C1=CC(=CC=C1CCC2=CNC3=C2C(=O)NC(=N3)N)C(=O)NC(CCC(=O)O)C(=O)O. Synergy scores: CSS=6.29, Synergy_ZIP=-3.18, Synergy_Bliss=-1.71, Synergy_Loewe=0.398, Synergy_HSA=0.493. Drug 2: COCCOC1=C(C=C2C(=C1)C(=NC=N2)NC3=CC=CC(=C3)C#C)OCCOC.Cl. (5) Drug 1: CC1=C(N=C(N=C1N)C(CC(=O)N)NCC(C(=O)N)N)C(=O)NC(C(C2=CN=CN2)OC3C(C(C(C(O3)CO)O)O)OC4C(C(C(C(O4)CO)O)OC(=O)N)O)C(=O)NC(C)C(C(C)C(=O)NC(C(C)O)C(=O)NCCC5=NC(=CS5)C6=NC(=CS6)C(=O)NCCC[S+](C)C)O. Drug 2: CC(C)NC(=O)C1=CC=C(C=C1)CNNC.Cl. Cell line: MDA-MB-231. Synergy scores: CSS=24.6, Synergy_ZIP=-1.48, Synergy_Bliss=3.55, Synergy_Loewe=-11.5, Synergy_HSA=3.94. (6) Drug 1: CC1C(C(CC(O1)OC2CC(CC3=C2C(=C4C(=C3O)C(=O)C5=C(C4=O)C(=CC=C5)OC)O)(C(=O)CO)O)N)O.Cl. Drug 2: C1C(C(OC1N2C=NC(=NC2=O)N)CO)O. Cell line: OVCAR-5. Synergy scores: CSS=-1.65, Synergy_ZIP=1.55, Synergy_Bliss=1.80, Synergy_Loewe=-2.77, Synergy_HSA=-3.21. (7) Drug 1: C1=NC2=C(N1)C(=S)N=C(N2)N. Drug 2: CN1C(=O)N2C=NC(=C2N=N1)C(=O)N. Cell line: RXF 393. Synergy scores: CSS=3.69, Synergy_ZIP=-4.28, Synergy_Bliss=-0.575, Synergy_Loewe=-15.1, Synergy_HSA=-2.28.